This data is from Peptide-MHC class I binding affinity with 185,985 pairs from IEDB/IMGT. The task is: Regression. Given a peptide amino acid sequence and an MHC pseudo amino acid sequence, predict their binding affinity value. This is MHC class I binding data. (1) The peptide sequence is EVATRFNTM. The MHC is HLA-B44:02 with pseudo-sequence HLA-B44:02. The binding affinity (normalized) is 0.0847. (2) The peptide sequence is FTPQIICGNV. The MHC is HLA-A02:01 with pseudo-sequence HLA-A02:01. The binding affinity (normalized) is 0.364. (3) The peptide sequence is KFYGPFVDR. The MHC is HLA-C06:02 with pseudo-sequence HLA-C06:02. The binding affinity (normalized) is 0. (4) The peptide sequence is ETTEANAGQ. The MHC is HLA-A24:03 with pseudo-sequence HLA-A24:03. The binding affinity (normalized) is 0.0847.